From a dataset of Reaction yield outcomes from USPTO patents with 853,638 reactions. Predict the reaction yield, written as a fraction of the theoretical maximum amount of product (1.0 means a 100% yield; for example, 0.34 means a 34% yield). (1) The product is [N:3]1[CH:4]=[CH:5][CH:6]=[CH:7][C:2]=1[C:11]#[C:10][CH2:9][CH2:8][C:12]1[S:13][C:14]2[CH:20]=[CH:19][CH:18]=[CH:17][C:15]=2[N:16]=1. The yield is 0.450. No catalyst specified. The reactants are Br[C:2]1[CH:7]=[CH:6][CH:5]=[CH:4][N:3]=1.[CH2:8]([C:12]1[S:13][C:14]2[CH:20]=[CH:19][CH:18]=[CH:17][C:15]=2[N:16]=1)[CH2:9][C:10]#[CH:11]. (2) The reactants are [Al+3].[Cl-].[Cl-].[Cl-].[Cl:5][CH2:6][CH2:7][CH2:8][C:9](Cl)=[O:10].[CH3:12][O:13][N:14]([CH3:26])[C:15](=[O:25])[C:16]([CH3:24])([C:18]1[CH:23]=[CH:22][CH:21]=[CH:20][CH:19]=1)[CH3:17]. The catalyst is C(Cl)Cl. The product is [CH3:12][O:13][N:14]([CH3:26])[C:15](=[O:25])[C:16]([C:18]1[CH:23]=[CH:22][C:21]([C:9](=[O:10])[CH2:8][CH2:7][CH2:6][Cl:5])=[CH:20][CH:19]=1)([CH3:24])[CH3:17]. The yield is 0.630. (3) The reactants are [N:1]1[CH:6]=[CH:5][CH:4]=[CH:3][C:2]=1[CH2:7][CH2:8][C:9]([OH:11])=O.Cl.[CH3:13][NH:14][O:15][CH3:16].C(Cl)CCl.C(N(CC)CC)C. The catalyst is CN(C1C=CN=CC=1)C.ClCCl.O. The product is [CH3:16][O:15][N:14]([CH3:13])[C:9](=[O:11])[CH2:8][CH2:7][C:2]1[CH:3]=[CH:4][CH:5]=[CH:6][N:1]=1. The yield is 0.780.